Task: Predict which catalyst facilitates the given reaction.. Dataset: Catalyst prediction with 721,799 reactions and 888 catalyst types from USPTO (1) Reactant: [CH3:1][CH:2]([O:4][C:5]1[CH:10]=[CH:9][C:8]([C:11]2([CH3:18])[NH:15][C:14](=[O:16])[NH:13][C:12]2=[O:17])=[CH:7][CH:6]=1)[CH3:3].C(=O)([O-])[O-].[K+].[K+].Br[CH2:26][C:27]([N:29]1[CH2:34][C@H:33]([CH3:35])[N:32]([C:36]2[CH:41]=[CH:40][C:39]([C:42]([O:51]COC)([C:47]([F:50])([F:49])[F:48])[C:43]([F:46])([F:45])[F:44])=[CH:38][C:37]=2/[CH:55]=[CH:56]\[CH3:57])[CH2:31][C@H:30]1[CH3:58])=[O:28].O. Product: [F:45][C:43]([F:44])([F:46])[C:42]([C:39]1[CH:40]=[CH:41][C:36]([N:32]2[CH:33]([CH3:35])[CH2:34][N:29]([C:27](=[O:28])[CH2:26][N:13]3[C:12](=[O:17])[C@@:11]([C:8]4[CH:7]=[CH:6][C:5]([O:4][CH:2]([CH3:1])[CH3:3])=[CH:10][CH:9]=4)([CH3:18])[NH:15][C:14]3=[O:16])[C@H:30]([CH3:58])[CH2:31]2)=[C:37](/[CH:55]=[CH:56]\[CH3:57])[CH:38]=1)([OH:51])[C:47]([F:50])([F:49])[F:48]. The catalyst class is: 9. (2) Product: [OH:11][C:4]1[C:5]([CH3:10])=[N:6][CH:7]=[C:8]([CH3:9])[C:3]=1[CH:2]=[O:1]. Reactant: [OH:1][CH2:2][C:3]1[C:8]([CH3:9])=[CH:7][N:6]=[C:5]([CH3:10])[C:4]=1[OH:11]. The catalyst class is: 703. (3) Reactant: [NH2:1][CH2:2][C:3]([C:6]1[NH:7][C:8]([C:21]2[CH:26]=[CH:25][N:24]=[CH:23][CH:22]=2)=[C:9]([C:11]2[CH:12]=[C:13]3[C:17](=[CH:18][CH:19]=2)[C:16](=[O:20])[CH2:15][CH2:14]3)[N:10]=1)([CH3:5])[CH3:4].ON1C2C=CC=CC=2N=N1.C1(N=C=NC2CCCCC2)CCCCC1.Cl.[CH3:53][O:54][CH2:55][CH2:56][N:57]1[CH2:62][CH2:61][CH:60]([C:63](O)=[O:64])[CH2:59][CH2:58]1. Product: [CH3:4][C:3]([C:6]1[NH:10][C:9]([C:11]2[CH:12]=[C:13]3[C:17](=[CH:18][CH:19]=2)[C:16](=[O:20])[CH2:15][CH2:14]3)=[C:8]([C:21]2[CH:22]=[CH:23][N:24]=[CH:25][CH:26]=2)[N:7]=1)([CH3:5])[CH2:2][NH:1][C:63]([CH:60]1[CH2:59][CH2:58][N:57]([CH2:56][CH2:55][O:54][CH3:53])[CH2:62][CH2:61]1)=[O:64]. The catalyst class is: 174.